This data is from Drug-target binding data from BindingDB using Ki measurements. The task is: Regression. Given a target protein amino acid sequence and a drug SMILES string, predict the binding affinity score between them. We predict pKi (pKi = -log10(Ki in M); higher means stronger inhibition). Dataset: bindingdb_ki. The small molecule is O=C(NC1CC1)C1OC(CO)C(O)C(O)C1O. The target protein (P11216) has sequence MAKPLTDSEKRKQISVRGLAGLGDVAEVRKSFNRHLHFTLVKDRNVATPRDYFFALAHTVRDHLVGRWIRTQQHYYERDPKRIYYLSLEFYMGRTLQNTMVNLGLQNACDEAIYQLGLDLEELEEIEEDAGLGNGGLGRLAACFLDSMATLGLAAYGYGIRYEFGIFNQKIVNGWQVEEADDWLRYGNPWEKARPEYMLPVHFYGRVEHTPDGVKWLDTQVVLAMPYDTPVPGYKNNTVNTMRLWSAKAPNDFKLQDFNVGDYIEAVLDRNLAENISRVLYPNDNFFEGKELRLKQEYFVVAATLQDIIRRFKSSKFGCRDPVRTCFETFPDKVAIQLNDTHPALSIPELMRILVDVEKVDWDKAWEITKKTCAYTNHTVLPEALERWPVSMFEKLLPRHLEIIYAINQRHLDHVAALFPGDVDRLRRMSVIEEGDCKRINMAHLCVIGSHAVNGVARIHSEIVKQSVFKDFYELEPEKFQNKTNGITPRRWLLLCNPGL.... The pKi is 2.9.